From a dataset of Experimentally validated miRNA-target interactions with 360,000+ pairs, plus equal number of negative samples. Binary Classification. Given a miRNA mature sequence and a target amino acid sequence, predict their likelihood of interaction. The miRNA is hsa-miR-654-5p with sequence UGGUGGGCCGCAGAACAUGUGC. The protein sequence of the target gene is MTKARLFRLWLVLGSVFMILLIIVYWDSAGAAHFYLHTSFSRPHTGPPLPTPGPDRDRELTADSDVDEFLDKFLSAGVKQSDLPRKETEQPPAPGSMEESVRGYDWSPRDARRSPDQGRQQAERRSVLRGFCANSSLAFPTKERAFDDIPNSELSHLIVDDRHGAIYCYVPKVACTNWKRVMIVLSGSLLHRGAPYRDPLRIPREHVHNASAHLTFNKFWRRYGKLSRHLMKVKLKKYTKFLFVRDPFVRLISAFRSKFELENEEFYRKFAVPMLRLYANHTSLPASAREAFRAGLKVSF.... Result: 1 (interaction).